This data is from Full USPTO retrosynthesis dataset with 1.9M reactions from patents (1976-2016). The task is: Predict the reactants needed to synthesize the given product. (1) Given the product [CH2:1]([O:8][CH2:9][C:10]1[CH:24]=[C:23]([OH:25])[CH:22]=[C:21]([OH:29])[C:11]=1[C:12]([NH:14][C:15]1[CH:20]=[CH:19][CH:18]=[CH:17][CH:16]=1)=[O:13])[C:2]1[CH:3]=[CH:4][CH:5]=[CH:6][CH:7]=1, predict the reactants needed to synthesize it. The reactants are: [CH2:1]([O:8][CH2:9][C:10]1[CH:24]=[C:23]([O:25]COC)[CH:22]=[C:21]([O:29]COC)[C:11]=1[C:12]([NH:14][C:15]1[CH:20]=[CH:19][CH:18]=[CH:17][CH:16]=1)=[O:13])[C:2]1[CH:7]=[CH:6][CH:5]=[CH:4][CH:3]=1.Cl. (2) Given the product [Cl:25][C:22]1[CH:23]=[CH:24][C:19]([O:18][C:14]2[CH:13]=[C:12]([S:9]([CH2:8][CH2:7][CH2:6][C:41]#[N:42])(=[O:10])=[O:11])[CH:17]=[CH:16][CH:15]=2)=[CH:20][C:21]=1[C:26]1[C:35]2[C:30](=[C:31]([C:36]([F:39])([F:37])[F:38])[CH:32]=[CH:33][CH:34]=2)[N:29]=[C:28]([CH3:40])[N:27]=1, predict the reactants needed to synthesize it. The reactants are: CS(O[CH2:6][CH2:7][CH2:8][S:9]([C:12]1[CH:17]=[CH:16][CH:15]=[C:14]([O:18][C:19]2[CH:24]=[CH:23][C:22]([Cl:25])=[C:21]([C:26]3[C:35]4[C:30](=[C:31]([C:36]([F:39])([F:38])[F:37])[CH:32]=[CH:33][CH:34]=4)[N:29]=[C:28]([CH3:40])[N:27]=3)[CH:20]=2)[CH:13]=1)(=[O:11])=[O:10])(=O)=O.[C-:41]#[N:42].[K+]. (3) Given the product [C:14]([NH:18][Si:2]([CH:3]1[C:7]([CH3:8])=[C:6]([CH3:9])[C:5]([CH3:10])=[C:4]1[CH3:11])([CH3:13])[CH3:12])([CH3:17])([CH3:16])[CH3:15], predict the reactants needed to synthesize it. The reactants are: Cl[Si:2]([CH3:13])([CH3:12])[CH:3]1[C:7]([CH3:8])=[C:6]([CH3:9])[C:5]([CH3:10])=[C:4]1[CH3:11].[C:14]([NH-:18])([CH3:17])([CH3:16])[CH3:15].[Li+]. (4) Given the product [NH2:29][C:4]1[CH:5]=[C:6]([CH:27]=[CH:28][C:3]=1[O:2][CH3:1])[C:7]([NH:9][C:10]1[S:14][C:13]([NH:15][C:16]2[CH:17]=[CH:18][C:19]([O:22][CH3:23])=[CH:20][CH:21]=2)=[N:12][C:11]=1[C:24]([NH2:26])=[O:25])=[O:8], predict the reactants needed to synthesize it. The reactants are: [CH3:1][O:2][C:3]1[CH:28]=[CH:27][C:6]([C:7]([NH:9][C:10]2[S:14][C:13]([NH:15][C:16]3[CH:21]=[CH:20][C:19]([O:22][CH3:23])=[CH:18][CH:17]=3)=[N:12][C:11]=2[C:24]([NH2:26])=[O:25])=[O:8])=[CH:5][C:4]=1[N+:29]([O-])=O.[NH4+].[Cl-]. (5) Given the product [Cl:1][C:2]1[CH:3]=[C:4]([C@H:8]([N:24]2[C:20](=[O:30])[C:21]3[C:22](=[CH:26][CH:27]=[CH:28][CH:29]=3)[C:23]2=[O:25])[CH2:9][N:10]([CH3:18])[C:11](=[O:17])[O:12][C:13]([CH3:16])([CH3:15])[CH3:14])[CH:5]=[CH:6][CH:7]=1, predict the reactants needed to synthesize it. The reactants are: [Cl:1][C:2]1[CH:3]=[C:4]([C@@H:8](O)[CH2:9][N:10]([CH3:18])[C:11](=[O:17])[O:12][C:13]([CH3:16])([CH3:15])[CH3:14])[CH:5]=[CH:6][CH:7]=1.[C:20]1(=[O:30])[NH:24][C:23](=[O:25])[C:22]2=[CH:26][CH:27]=[CH:28][CH:29]=[C:21]12.C1C=CC(P(C2C=CC=CC=2)C2C=CC=CC=2)=CC=1. (6) Given the product [CH:15]1[C:16]2[C:21](=[CH:20][CH:19]=[CH:18][CH:17]=2)[CH:22]=[CH:23][C:14]=1[S:11]([NH:10][CH2:9][C@H:6]1[CH2:7][CH2:8][C@H:3]([CH2:2][NH:1][C:25](=[O:26])[O:27][CH2:28][CH3:29])[CH2:4][CH2:5]1)(=[O:13])=[O:12], predict the reactants needed to synthesize it. The reactants are: [NH2:1][CH2:2][C@H:3]1[CH2:8][CH2:7][C@H:6]([CH2:9][NH:10][S:11]([C:14]2[CH:23]=[CH:22][C:21]3[C:16](=[CH:17][CH:18]=[CH:19][CH:20]=3)[CH:15]=2)(=[O:13])=[O:12])[CH2:5][CH2:4]1.Cl[C:25]([O:27][CH2:28][CH3:29])=[O:26].